Dataset: Catalyst prediction with 721,799 reactions and 888 catalyst types from USPTO. Task: Predict which catalyst facilitates the given reaction. (1) Reactant: [Br:1][C:2]1[CH:3]=[CH:4][C:5](Cl)=[N:6][CH:7]=1.[CH3:9][CH:10]([S-:12])[CH3:11].[Na+].O. Product: [Br:1][C:2]1[CH:3]=[CH:4][C:5]([S:12][CH:10]([CH3:11])[CH3:9])=[N:6][CH:7]=1. The catalyst class is: 9. (2) Reactant: O[N:2]=[C:3]([C:10]1[CH:15]=[CH:14][C:13]([O:16][C:17]([F:20])([F:19])[F:18])=[CH:12][CH:11]=1)[CH2:4][N:5]1[CH2:9][CH2:8][CH2:7][CH2:6]1. Product: [N:5]1([CH2:4][CH:3]([C:10]2[CH:15]=[CH:14][C:13]([O:16][C:17]([F:18])([F:19])[F:20])=[CH:12][CH:11]=2)[NH2:2])[CH2:9][CH2:8][CH2:7][CH2:6]1. The catalyst class is: 94. (3) Reactant: Cl.[SH:2][CH2:3][CH2:4][NH2:5].C(N(CC)CC)C.[CH2:13]([CH:15]([CH2:19][CH2:20][CH2:21][CH3:22])[C:16](Cl)=[O:17])[CH3:14].[Cl-].[NH4+]. Product: [SH:2][CH2:3][CH2:4][NH:5][C:16](=[O:17])[CH:15]([CH2:13][CH3:14])[CH2:19][CH2:20][CH2:21][CH3:22]. The catalyst class is: 4. (4) Reactant: C(N(CC)CC)C.[Cl:8][C:9]1[C:14]([C:15]([F:18])([F:17])[F:16])=[CH:13][N:12]=[C:11]2[NH:19][CH:20]=[C:21]([NH2:22])[C:10]=12.[CH3:23][O:24][C@H:25]([CH3:29])[C:26](O)=[O:27].O=C1N(P(Cl)(N2CCOC2=O)=O)CCO1. Product: [Cl:8][C:9]1[C:14]([C:15]([F:18])([F:16])[F:17])=[CH:13][N:12]=[C:11]2[NH:19][CH:20]=[C:21]([NH:22][C:26](=[O:27])[C@H:25]([O:24][CH3:23])[CH3:29])[C:10]=12. The catalyst class is: 4. (5) Reactant: [Cl:1][C:2]1[CH:3]=[CH:4][C:5]([O:23][CH3:24])=[C:6]([C@@:8]2([F:22])[C:16]3[C:11](=[CH:12][C:13]([C:17]([F:20])([F:19])[F:18])=[CH:14][CH:15]=3)[NH:10][C:9]2=[O:21])[CH:7]=1.[H-].[Na+].[CH2:27]([O:34][C@H:35]1[C@H:40]([O:41][CH2:42][C:43]2[CH:48]=[CH:47][CH:46]=[CH:45][CH:44]=2)[C@@H:39]([CH2:49][O:50][CH2:51][C:52]2[CH:57]=[CH:56][CH:55]=[CH:54][CH:53]=2)[O:38][C@@H:37]2[O:58][C@H:36]12)[C:28]1[CH:33]=[CH:32][CH:31]=[CH:30][CH:29]=1.C(=O)(O)[O-].[Na+]. Product: [CH2:27]([O:34][C@@H:35]1[C@@H:40]([O:41][CH2:42][C:43]2[CH:48]=[CH:47][CH:46]=[CH:45][CH:44]=2)[C@@H:39]([CH2:49][O:50][CH2:51][C:52]2[CH:53]=[CH:54][CH:55]=[CH:56][CH:57]=2)[O:38][C@@H:37]([N:10]2[C:11]3[C:16](=[CH:15][CH:14]=[C:13]([C:17]([F:20])([F:19])[F:18])[CH:12]=3)[C@@:8]([C:6]3[CH:7]=[C:2]([Cl:1])[CH:3]=[CH:4][C:5]=3[O:23][CH3:24])([F:22])[C:9]2=[O:21])[C@@H:36]1[OH:58])[C:28]1[CH:33]=[CH:32][CH:31]=[CH:30][CH:29]=1. The catalyst class is: 7. (6) Reactant: CC([N:5]([C@@H:9]([C:14]([NH:16][C:17]1[CH:18]=[N:19][C:20]([O:23][C:24]2[CH:29]=[CH:28][C:27]([CH3:30])=[C:26]([O:31][CH3:32])[CH:25]=2)=[CH:21][CH:22]=1)=[O:15])[C:10]([CH3:13])([CH3:12])[CH3:11])C(=O)[O-])(C)C.C(O)(C(F)(F)F)=O. Product: [CH3:11][C:10]([CH3:13])([CH3:12])[C@H:9]([C:14]([NH:16][C:17]1[CH:18]=[N:19][C:20]([O:23][C:24]2[CH:29]=[CH:28][C:27]([CH3:30])=[C:26]([O:31][CH3:32])[CH:25]=2)=[CH:21][CH:22]=1)=[O:15])[NH2:5]. The catalyst class is: 4. (7) Reactant: C([N:8]1[CH2:13][CH2:12][O:11][CH:10]([C:14]2[N:18]=[C:17]([C:19]3[CH:24]=[CH:23][CH:22]=[CH:21][CH:20]=3)[O:16][N:15]=2)[CH2:9]1)C1C=CC=CC=1.[Cl:25]C(OCCCl)=O. Product: [ClH:25].[C:19]1([C:17]2[O:16][N:15]=[C:14]([CH:10]3[O:11][CH2:12][CH2:13][NH:8][CH2:9]3)[N:18]=2)[CH:20]=[CH:21][CH:22]=[CH:23][CH:24]=1. The catalyst class is: 26.